From a dataset of Forward reaction prediction with 1.9M reactions from USPTO patents (1976-2016). Predict the product of the given reaction. (1) Given the reactants [NH2:1][C:2]1[CH:7]=[CH:6][C:5]([CH3:8])=[CH:4][CH:3]=1.Cl[S:10]([N:13]=[C:14]=[O:15])(=[O:12])=[O:11].[Al+3].[Cl-].[Cl-].[Cl-], predict the reaction product. The product is: [CH3:8][C:5]1[CH:6]=[CH:7][C:2]2[NH:1][C:14](=[O:15])[NH:13][S:10](=[O:12])(=[O:11])[C:3]=2[CH:4]=1. (2) Given the reactants [NH2:1][C@H:2]([C:4]1[N:5]([C:16]2[CH:21]=[CH:20][CH:19]=[CH:18][N:17]=2)[C:6]2[C:12]([C:13]#[N:14])=[C:11]([F:15])[CH:10]=[CH:9][C:7]=2[N:8]=1)[CH3:3].[NH2:22][C:23]1[N:28]=[C:27](Cl)[C:26]([C:30]#[N:31])=[C:25]([CH3:32])[N:24]=1.CCN(C(C)C)C(C)C, predict the reaction product. The product is: [NH2:22][C:23]1[N:28]=[C:27]([NH:1][C@H:2]([C:4]2[N:5]([C:16]3[CH:21]=[CH:20][CH:19]=[CH:18][N:17]=3)[C:6]3[C:12]([C:13]#[N:14])=[C:11]([F:15])[CH:10]=[CH:9][C:7]=3[N:8]=2)[CH3:3])[C:26]([C:30]#[N:31])=[C:25]([CH3:32])[N:24]=1. (3) The product is: [Cl:21][C:15]1[CH:16]=[C:17]([Cl:20])[CH:18]=[CH:19][C:14]=1[C:9]1[N:10]=[C:11]([C:28]([O:30][CH2:31][CH3:32])=[O:29])[N:12]([CH3:13])[C:8]=1[C:5]1[CH:4]=[CH:3][C:2]([Cl:1])=[CH:7][CH:6]=1. Given the reactants [Cl:1][C:2]1[CH:7]=[CH:6][C:5]([C:8]2[N:12]([CH3:13])[CH:11]=[N:10][C:9]=2[C:14]2[CH:19]=[CH:18][C:17]([Cl:20])=[CH:16][C:15]=2[Cl:21])=[CH:4][CH:3]=1.[Li]CCCC.Cl[C:28]([O:30][CH2:31][CH3:32])=[O:29], predict the reaction product.